This data is from Forward reaction prediction with 1.9M reactions from USPTO patents (1976-2016). The task is: Predict the product of the given reaction. (1) Given the reactants [C:1]1(Br)[C:10]2[C:5](=[CH:6][CH:7]=[CH:8][CH:9]=2)[CH:4]=[CH:3][CH:2]=1.[Cl:12][C:13]1[CH:14]=[C:15]2[C:19](=[CH:20][CH:21]=1)[NH:18][C:17](=[O:22])[C:16]2=[O:23], predict the reaction product. The product is: [Cl:12][C:13]1[CH:14]=[C:15]2[C:19](=[CH:20][CH:21]=1)[NH:18][C:17](=[O:22])[C:16]2([OH:23])[C:1]1[C:10]2[C:5](=[CH:6][CH:7]=[CH:8][CH:9]=2)[CH:4]=[CH:3][CH:2]=1. (2) Given the reactants [C:1]([O:5][C:6]([NH:8][C:9]1[S:10][C:11]([C:14](OCC)=[O:15])=[CH:12][N:13]=1)=[O:7])([CH3:4])([CH3:3])[CH3:2].[H-].[H-].[H-].[H-].[Li+].[Al+3], predict the reaction product. The product is: [OH:15][CH2:14][C:11]1[S:10][C:9]([NH:8][C:6](=[O:7])[O:5][C:1]([CH3:3])([CH3:2])[CH3:4])=[N:13][CH:12]=1. (3) Given the reactants [CH2:1]([C:8]1[CH:13]=[CH:12][CH:11]=[CH:10][N:9]=1)[C:2]1[CH:7]=[CH:6][CH:5]=[CH:4][CH:3]=1.[Br:14][CH2:15][C:16]([N:18]1[CH2:22][CH2:21][CH2:20][CH2:19]1)=[O:17], predict the reaction product. The product is: [Br-:14].[N:18]1([C:16](=[O:17])[CH2:15][N+:9]2[CH:10]=[CH:11][CH:12]=[CH:13][C:8]=2[CH2:1][C:2]2[CH:7]=[CH:6][CH:5]=[CH:4][CH:3]=2)[CH2:22][CH2:21][CH2:20][CH2:19]1. (4) Given the reactants [CH3:1][C@@H:2]([NH2:5])[CH2:3][CH3:4].[C:6]([C:8]1[CH:13]=[CH:12][C:11]([C:14]2[CH:15]=[N:16][N:17]([C:20]3[CH:28]=[CH:27][C:23]([C:24](O)=[O:25])=[CH:22][N:21]=3)[C:18]=2[OH:19])=[C:10]([CH3:29])[CH:9]=1)#[N:7].C1C=C2N=NN(O)C2=CC=1.O.CCN=C=NCCCN(C)C.CCN(C(C)C)C(C)C, predict the reaction product. The product is: [C@H:2]([NH:5][C:24](=[O:25])[C:23]1[CH:27]=[CH:28][C:20]([N:17]2[C:18]([OH:19])=[C:14]([C:11]3[CH:12]=[CH:13][C:8]([C:6]#[N:7])=[CH:9][C:10]=3[CH3:29])[CH:15]=[N:16]2)=[N:21][CH:22]=1)([CH2:3][CH3:4])[CH3:1]. (5) Given the reactants [CH2:1]([N:3]([CH:18]1[CH2:23][CH2:22][N:21]([CH3:24])[CH2:20][CH2:19]1)[C:4]1[C:5]([CH3:17])=[C:6]([CH:10]=[C:11]([C:13]([F:16])([F:15])[F:14])[CH:12]=1)[C:7](O)=[O:8])[CH3:2].Cl.[NH2:26][CH2:27][C:28]1[C:29](=[O:38])[NH:30][C:31]([CH3:37])=[CH:32][C:33]=1[CH2:34][CH2:35][CH3:36].C1CN([P+](ON2N=NC3C=CC=CC2=3)(N2CCCC2)N2CCCC2)CC1.F[P-](F)(F)(F)(F)F.CCN(C(C)C)C(C)C, predict the reaction product. The product is: [CH2:1]([N:3]([CH:18]1[CH2:19][CH2:20][N:21]([CH3:24])[CH2:22][CH2:23]1)[C:4]1[C:5]([CH3:17])=[C:6]([CH:10]=[C:11]([C:13]([F:15])([F:14])[F:16])[CH:12]=1)[C:7]([NH:26][CH2:27][C:28]1[C:29](=[O:38])[NH:30][C:31]([CH3:37])=[CH:32][C:33]=1[CH2:34][CH2:35][CH3:36])=[O:8])[CH3:2]. (6) Given the reactants C([O:3][CH:4]=[C:5](C(OCC)=O)[C:6](OCC)=O)C.[Br:16][C:17]1[CH:18]=[C:19]([CH:21]=[CH:22][CH:23]=1)[NH2:20], predict the reaction product. The product is: [Br:16][C:17]1[CH:18]=[C:19]2[C:21]([C:4]([OH:3])=[CH:5][CH:6]=[N:20]2)=[CH:22][CH:23]=1. (7) Given the reactants F[C:2](F)(F)[C:3]([OH:5])=O.F[C:9](F)(F)[C:10]([OH:12])=O.[NH2:15][C:16]1[N:21]=[CH:20][N:19]=[C:18]2[N:22]([CH:26]([C:28]3[CH:35]=[C:34](C)[C:31]([C:32]#[N:33])=[C:30]([CH:37]4CNC4)[C:29]=3OCC)[CH3:27])[N:23]=[C:24]([CH3:25])[C:17]=12.C[CH2:45][N:46](C(C)C)[CH:47](C)C.O1[CH2:55][CH2:54]1.O1CCC[CH2:57]1, predict the reaction product. The product is: [NH2:15][C:16]1[N:21]=[CH:20][N:19]=[C:18]2[N:22]([CH:26]([C:28]3[CH:29]=[C:30]([CH3:37])[C:31]([C:32]#[N:33])=[C:34]([CH:55]4[CH2:54][N:46]([CH2:47][C:10]([OH:12])([CH3:9])[CH3:57])[CH2:45]4)[C:35]=3[O:5][CH2:3][CH3:2])[CH3:27])[N:23]=[C:24]([CH3:25])[C:17]=12. (8) Given the reactants [Cl:1][C:2]1[CH:7]=[CH:6][C:5]([C:8]2[N:12]([C:13]3[CH:18]=[CH:17][C:16]([Cl:19])=[CH:15][C:14]=3[Cl:20])[N:11]=[C:10]([C:21](Cl)=[O:22])[C:9]=2[CH3:24])=[CH:4][CH:3]=1.[NH2:25][N:26]1[CH2:31][CH2:30][CH2:29][CH2:28][CH2:27]1.C(N(CC)CC)C, predict the reaction product. The product is: [N:26]1([NH:25][C:21]([C:10]2[C:9]([CH3:24])=[C:8]([C:5]3[CH:4]=[CH:3][C:2]([Cl:1])=[CH:7][CH:6]=3)[N:12]([C:13]3[CH:18]=[CH:17][C:16]([Cl:19])=[CH:15][C:14]=3[Cl:20])[N:11]=2)=[O:22])[CH2:31][CH2:30][CH2:29][CH2:28][CH2:27]1.